Dataset: Full USPTO retrosynthesis dataset with 1.9M reactions from patents (1976-2016). Task: Predict the reactants needed to synthesize the given product. Given the product [Cl:27][C:21]1[CH:22]=[CH:23][C:24]2[C:25]3[N:26]=[C:14]([C:4]4[CH:5]=[CH:6][C:7]([O:8][CH3:9])=[C:2]([F:1])[CH:3]=4)[CH:15]=[C:16]([C:28]([O:30][CH3:31])=[O:29])[C:17]=3[NH:18][C:19]=2[CH:20]=1, predict the reactants needed to synthesize it. The reactants are: [F:1][C:2]1[CH:3]=[C:4](B(O)O)[CH:5]=[CH:6][C:7]=1[O:8][CH3:9].Br[C:14]1[CH:15]=[C:16]([C:28]([O:30][CH3:31])=[O:29])[C:17]2[NH:18][C:19]3[CH:20]=[C:21]([Cl:27])[CH:22]=[CH:23][C:24]=3[C:25]=2[N:26]=1.[O-]P([O-])([O-])=O.[K+].[K+].[K+].C1(P(C2CCCCC2)C2C=CC=CC=2C2C(OC)=CC=CC=2OC)CCCCC1.